Dataset: Peptide-MHC class I binding affinity with 185,985 pairs from IEDB/IMGT. Task: Regression. Given a peptide amino acid sequence and an MHC pseudo amino acid sequence, predict their binding affinity value. This is MHC class I binding data. (1) The peptide sequence is LCMLNNSFYY. The MHC is HLA-A30:02 with pseudo-sequence HLA-A30:02. The binding affinity (normalized) is 0.772. (2) The peptide sequence is LSLSNLDFR. The binding affinity (normalized) is 0. The MHC is HLA-A03:01 with pseudo-sequence HLA-A03:01. (3) The binding affinity (normalized) is 0.0847. The peptide sequence is EMRFAYICT. The MHC is HLA-B15:17 with pseudo-sequence HLA-B15:17. (4) The peptide sequence is FVFEATKLY. The MHC is HLA-C12:03 with pseudo-sequence HLA-C12:03. The binding affinity (normalized) is 1.00. (5) The peptide sequence is FLKEEGGL. The MHC is HLA-B40:02 with pseudo-sequence HLA-B40:02. The binding affinity (normalized) is 0. (6) The peptide sequence is KTRMEDYYL. The MHC is HLA-B15:01 with pseudo-sequence HLA-B15:01. The binding affinity (normalized) is 0.0847. (7) The peptide sequence is YVVSRRGDL. The MHC is HLA-B15:01 with pseudo-sequence HLA-B15:01. The binding affinity (normalized) is 0.000671. (8) The peptide sequence is KAYSEAETF. The MHC is HLA-B57:01 with pseudo-sequence HLA-B57:01. The binding affinity (normalized) is 0.524. (9) The peptide sequence is IGRGKNHAR. The MHC is HLA-A02:03 with pseudo-sequence HLA-A02:03. The binding affinity (normalized) is 0.0847.